Predict the reaction yield, written as a fraction of the theoretical maximum amount of product (1.0 means a 100% yield; for example, 0.34 means a 34% yield). From a dataset of Reaction yield outcomes from USPTO patents with 853,638 reactions. (1) The reactants are [OH:1][CH:2]1[CH2:7][CH2:6][NH:5][CH2:4][CH2:3]1.Cl[C:9]1[CH:10]=[CH:11][C:12]2[N:13]([C:15]([C:18]([F:21])([F:20])[F:19])=[N:16][N:17]=2)[N:14]=1.CCN(C(C)C)C(C)C.CCOCC. The catalyst is CN(C=O)C. The product is [F:20][C:18]([F:19])([F:21])[C:15]1[N:13]2[N:14]=[C:9]([N:5]3[CH2:6][CH2:7][CH:2]([OH:1])[CH2:3][CH2:4]3)[CH:10]=[CH:11][C:12]2=[N:17][N:16]=1. The yield is 0.880. (2) The reactants are [Cl:1][C:2]1[C:3]([C:11](=[O:19])[C:12]2[CH:17]=[CH:16][C:15]([Cl:18])=[CH:14][CH:13]=2)=[C:4]([CH:8]=[CH:9][CH:10]=1)[C:5]([OH:7])=O.ClC1C(C(O)=O)=C(C(=O)C2C=CC(Cl)=CC=2)C=CC=1.Cl.[N+:40]([C:43]1[CH:50]=[CH:49][C:46]([CH2:47][NH2:48])=[CH:45][CH:44]=1)([O-:42])=[O:41]. No catalyst specified. The product is [Cl:1][C:2]1[CH:10]=[CH:9][CH:8]=[C:4]2[C:3]=1[C:11]([C:12]1[CH:17]=[CH:16][C:15]([Cl:18])=[CH:14][CH:13]=1)([OH:19])[N:48]([CH2:47][C:46]1[CH:45]=[CH:44][C:43]([N+:40]([O-:42])=[O:41])=[CH:50][CH:49]=1)[C:5]2=[O:7]. The yield is 0.630. (3) The reactants are Br[C:2]1[CH:7]=[CH:6][C:5]([NH:8][N:9]2[C:17](=[O:18])[C:16]3[C:11](=[CH:12][CH:13]=[CH:14][CH:15]=3)[C:10]2=[O:19])=[CH:4][CH:3]=1.C([O-])([O-])=O.[K+].[K+].CO[CH2:28][CH2:29]OC. The catalyst is O.C1C=CC([P]([Pd]([P](C2C=CC=CC=2)(C2C=CC=CC=2)C2C=CC=CC=2)([P](C2C=CC=CC=2)(C2C=CC=CC=2)C2C=CC=CC=2)[P](C2C=CC=CC=2)(C2C=CC=CC=2)C2C=CC=CC=2)(C2C=CC=CC=2)C2C=CC=CC=2)=CC=1. The product is [CH:28]([C:2]1[CH:7]=[CH:6][C:5]([NH:8][N:9]2[C:17](=[O:18])[C:16]3[C:11](=[CH:12][CH:13]=[CH:14][CH:15]=3)[C:10]2=[O:19])=[CH:4][CH:3]=1)=[CH2:29]. The yield is 0.130. (4) The reactants are [Cl:1][C:2]1[C:7]([NH2:8])=[C:6]([Cl:9])[N:5]=[CH:4][N:3]=1.O1CCCC1.[C:15]1([CH2:21][CH2:22][C:23](Cl)=[O:24])[CH:20]=[CH:19][CH:18]=[CH:17][CH:16]=1.ClCCl. The catalyst is CO. The product is [Cl:1][C:2]1[C:7]([NH:8][C:23](=[O:24])[CH2:22][CH2:21][C:15]2[CH:20]=[CH:19][CH:18]=[CH:17][CH:16]=2)=[C:6]([Cl:9])[N:5]=[CH:4][N:3]=1. The yield is 0.440.